From a dataset of Full USPTO retrosynthesis dataset with 1.9M reactions from patents (1976-2016). Predict the reactants needed to synthesize the given product. (1) Given the product [CH:11]1[C:10]2[C:21]3[C:14]([C:15]4[CH:16]=[CH:17][CH:18]=[C:19]5[C:20]=4[C:5]([C:6]=3[CH:7]=[CH:8][CH:9]=2)=[C:4]2[CH:23]=[CH:24][CH:25]=[CH:26][C:3]2=[CH:2]5)=[CH:13][CH:12]=1, predict the reactants needed to synthesize it. The reactants are: O=[C:2]1[C:19]2[C:20]3[C:5](=[C:6]4[C:21]5[C:14]([C:15]=3[CH:16]=[CH:17][CH:18]=2)=[CH:13][CH:12]=[CH:11][C:10]=5[C:9](=O)[CH:8]=[CH:7]4)[C:4]2[CH:23]=[CH:24][CH:25]=[CH:26][C:3]1=2. (2) Given the product [Br:17][C:18]1[CH:19]=[CH:20][C:21]([N:26]2[CH2:31][CH2:30][CH2:29][CH2:28][CH:27]2[CH3:32])=[C:22](/[CH:23]=[CH:11]/[C:12]([O:14][CH2:15][CH3:16])=[O:13])[CH:25]=1, predict the reactants needed to synthesize it. The reactants are: [H-].[Na+].C(OP([CH2:11][C:12]([O:14][CH2:15][CH3:16])=[O:13])(OCC)=O)C.[Br:17][C:18]1[CH:19]=[CH:20][C:21]([N:26]2[CH2:31][CH2:30][CH2:29][CH2:28][CH:27]2[CH3:32])=[C:22]([CH:25]=1)[CH:23]=O.O. (3) Given the product [N:36]1[CH:37]=[CH:38][CH:39]=[CH:40][C:35]=1[CH2:34][CH:32]1[CH2:33][N:30]([C:13]2[N:14]3[C:18]([N:19]=[C:11]4[CH2:10][CH2:9][NH:8][CH2:22][CH2:21][C:12]=24)=[CH:17][CH:16]=[N:15]3)[CH2:31]1, predict the reactants needed to synthesize it. The reactants are: C(OC([N:8]1[CH2:22][CH2:21][C:12]2=[C:13](Cl)[N:14]3[C:18]([N:19]=[C:11]2[CH2:10][CH2:9]1)=[CH:17][CH:16]=[N:15]3)=O)(C)(C)C.FC(F)(F)C(O)=O.[NH:30]1[CH2:33][CH:32]([CH2:34][C:35]2[CH:40]=[CH:39][CH:38]=[CH:37][N:36]=2)[CH2:31]1.